From a dataset of Reaction yield outcomes from USPTO patents with 853,638 reactions. Predict the reaction yield, written as a fraction of the theoretical maximum amount of product (1.0 means a 100% yield; for example, 0.34 means a 34% yield). (1) The reactants are [Cl:1][C:2]1[CH:9]=[CH:8][C:5]([CH:6]=[CH2:7])=[CH:4][CH:3]=1.[N+](=[CH:12][C:13]([O:15][CH2:16][CH3:17])=[O:14])=[N-]. The catalyst is C1(C)C=CC=CC=1.CC([O-])=O.CC([O-])=O.CC([O-])=O.CC([O-])=O.[Rh+2].[Rh+2]. The product is [CH2:16]([O:15][C:13]([CH:12]1[CH2:7][CH:6]1[C:5]1[CH:8]=[CH:9][C:2]([Cl:1])=[CH:3][CH:4]=1)=[O:14])[CH3:17]. The yield is 0.370. (2) No catalyst specified. The product is [C:9]([NH:8][C:4]1[CH:5]=[CH:6][C:7]([S:13]([Cl:12])(=[O:15])=[O:14])=[C:2]([F:1])[CH:3]=1)(=[O:11])[CH3:10]. The yield is 0.470. The reactants are [F:1][C:2]1[CH:3]=[C:4]([NH:8][C:9](=[O:11])[CH3:10])[CH:5]=[CH:6][CH:7]=1.[Cl:12][S:13](O)(=[O:15])=[O:14].